Dataset: Reaction yield outcomes from USPTO patents with 853,638 reactions. Task: Predict the reaction yield, written as a fraction of the theoretical maximum amount of product (1.0 means a 100% yield; for example, 0.34 means a 34% yield). The reactants are [Cl:1][C:2]1[N:7]=[C:6]([NH2:8])[CH:5]=[CH:4][C:3]=1[CH3:9].CCN(CC)CC.[O:17]1[C:21]2[CH:22]=[CH:23][C:24]([C:26]3([C:29](Cl)=[O:30])[CH2:28][CH2:27]3)=[CH:25][C:20]=2[O:19][CH2:18]1. The catalyst is ClCCl. The product is [O:17]1[C:21]2[CH:22]=[CH:23][C:24]([C:26]3([C:29]([NH:8][C:6]4[CH:5]=[CH:4][C:3]([CH3:9])=[C:2]([Cl:1])[N:7]=4)=[O:30])[CH2:27][CH2:28]3)=[CH:25][C:20]=2[O:19][CH2:18]1. The yield is 0.710.